This data is from Full USPTO retrosynthesis dataset with 1.9M reactions from patents (1976-2016). The task is: Predict the reactants needed to synthesize the given product. (1) The reactants are: [C@H:1]1([NH2:8])[CH2:6][CH2:5][C@H:4]([NH2:7])[CH2:3][CH2:2]1.C(Cl)(=O)[C:10]1[CH:18]=[CH:17][C:13]([C:14](Cl)=[O:15])=[CH:12][CH:11]=1.[C:21](Cl)(=[O:28])[C:22]1[CH:27]=[CH:26][CH:25]=[CH:24][CH:23]=1. Given the product [CH:1]1([NH:8][C:14](=[O:15])[C:13]2[CH:12]=[CH:11][CH:10]=[CH:18][CH:17]=2)[CH2:6][CH2:5][CH:4]([NH:7][C:21](=[O:28])[C:22]2[CH:27]=[CH:26][CH:25]=[CH:24][CH:23]=2)[CH2:3][CH2:2]1, predict the reactants needed to synthesize it. (2) Given the product [OH:8][C:9]1[C:14](=[O:15])[N:13]2[CH2:16][C:17](=[O:20])[N:18]([CH3:19])[C:12]2=[N:11][C:10]=1[C:21]([O:23][CH2:24][CH3:25])=[O:22], predict the reactants needed to synthesize it. The reactants are: C([O:8][C:9]1[C:14](=[O:15])[N:13]2[CH2:16][C:17](=[O:20])[N:18]([CH3:19])[C:12]2=[N:11][C:10]=1[C:21]([O:23][CH2:24][CH3:25])=[O:22])C1C=CC=CC=1. (3) Given the product [Cl:1][C:2]1[CH:7]=[C:6]([CH:8]=[CH:12][N:13]([CH3:15])[CH3:14])[C:5]([N+:9]([O-:11])=[O:10])=[CH:4][N:3]=1, predict the reactants needed to synthesize it. The reactants are: [Cl:1][C:2]1[CH:7]=[C:6]([CH3:8])[C:5]([N+:9]([O-:11])=[O:10])=[CH:4][N:3]=1.[CH3:12][N:13]([CH:15]=O)[CH3:14]. (4) Given the product [OH:35][CH2:34][CH2:33][NH:32][C:25]([C:10]1[N:11]=[C:12]([NH:14][C:15]2[CH:24]=[CH:23][C:22]3[C:17](=[CH:18][CH:19]=[CH:20][CH:21]=3)[CH:16]=2)[S:13][C:9]=1[NH:8][C:6](=[O:7])[C:5]1[CH:30]=[CH:31][C:2]([NH:11][CH2:10][CH2:25][OH:26])=[CH:3][CH:4]=1)=[O:26], predict the reactants needed to synthesize it. The reactants are: F[C:2]1[CH:31]=[CH:30][C:5]([C:6]([NH:8][C:9]2[S:13][C:12]([NH:14][C:15]3[CH:24]=[CH:23][C:22]4[C:17](=[CH:18][CH:19]=[CH:20][CH:21]=4)[CH:16]=3)=[N:11][C:10]=2[C:25](OCC)=[O:26])=[O:7])=[CH:4][CH:3]=1.[NH2:32][CH2:33][CH2:34][OH:35]. (5) Given the product [CH2:37]([C:36]1[N:13]([C:14]2[CH:19]=[CH:18][C:17]([CH2:20][CH2:21][NH:22][C:23]([NH:25][S:26]([C:29]3[CH:30]=[CH:31][C:32]([CH3:35])=[CH:33][CH:34]=3)(=[O:28])=[O:27])=[O:24])=[CH:16][CH:15]=2)[C:6]2=[N:7][C:8]([CH3:12])=[CH:9][C:10]([CH3:11])=[C:5]2[N:4]=1)[CH:38]([CH3:40])[CH3:39], predict the reactants needed to synthesize it. The reactants are: C(C1[N:13]([C:14]2[CH:19]=[CH:18][C:17]([CH2:20][CH2:21][NH:22][C:23]([NH:25][S:26]([C:29]3[CH:34]=[CH:33][C:32]([CH3:35])=[CH:31][CH:30]=3)(=[O:28])=[O:27])=[O:24])=[CH:16][CH:15]=2)[C:6]2=[N:7][C:8]([CH3:12])=[CH:9][C:10]([CH3:11])=[C:5]2[N:4]=1)C.[C:36](Cl)(=O)[CH2:37][CH:38]([CH3:40])[CH3:39].